From a dataset of Forward reaction prediction with 1.9M reactions from USPTO patents (1976-2016). Predict the product of the given reaction. (1) The product is: [CH3:19][C:20]1([CH3:33])[CH2:25][N:24]([CH2:11][C:10]2[CH:13]=[CH:14][C:7]([N:1]3[CH2:6][CH2:5][O:4][CH2:3][CH2:2]3)=[CH:8][C:9]=2[C:15]([F:18])([F:17])[F:16])[CH2:23][CH2:22][N:21]1[C:26]([O:28][C:29]([CH3:32])([CH3:31])[CH3:30])=[O:27]. Given the reactants [N:1]1([C:7]2[CH:14]=[CH:13][C:10]([CH:11]=O)=[C:9]([C:15]([F:18])([F:17])[F:16])[CH:8]=2)[CH2:6][CH2:5][O:4][CH2:3][CH2:2]1.[CH3:19][C:20]1([CH3:33])[CH2:25][NH:24][CH2:23][CH2:22][N:21]1[C:26]([O:28][C:29]([CH3:32])([CH3:31])[CH3:30])=[O:27].ClCCCl.C(O[BH-](OC(=O)C)OC(=O)C)(=O)C.[Na+], predict the reaction product. (2) Given the reactants [Cl:1][C:2]1[CH:3]=[C:4]([CH:13]=[CH:14][C:15]=1[Cl:16])[CH2:5][CH2:6][NH:7][C:8](=O)[O:9]CC.O=P12OP3(OP(OP(O3)(O1)=O)(=O)O2)=O, predict the reaction product. The product is: [Cl:1][C:2]1[CH:3]=[C:4]2[C:13](=[CH:14][C:15]=1[Cl:16])[C:8](=[O:9])[NH:7][CH2:6][CH2:5]2. (3) Given the reactants [Br:1][C:2]1[CH:10]=[C:9]([F:11])[C:8]([F:12])=[CH:7][C:3]=1[C:4](Cl)=[O:5].[CH2:13]([NH:15][CH2:16][CH3:17])[CH3:14], predict the reaction product. The product is: [Br:1][C:2]1[CH:10]=[C:9]([F:11])[C:8]([F:12])=[CH:7][C:3]=1[C:4]([N:15]([CH2:16][CH3:17])[CH2:13][CH3:14])=[O:5].